Dataset: Peptide-MHC class I binding affinity with 185,985 pairs from IEDB/IMGT. Task: Regression. Given a peptide amino acid sequence and an MHC pseudo amino acid sequence, predict their binding affinity value. This is MHC class I binding data. (1) The peptide sequence is GQGQNSADPK. The binding affinity (normalized) is 0.0297. The MHC is HLA-A03:01 with pseudo-sequence HLA-A03:01. (2) The peptide sequence is FIYFGKKQY. The MHC is HLA-B48:01 with pseudo-sequence HLA-B48:01. The binding affinity (normalized) is 0.0847. (3) The binding affinity (normalized) is 0. The peptide sequence is RSQSPRRRR. The MHC is HLA-A03:01 with pseudo-sequence HLA-A03:01.